This data is from NCI-60 drug combinations with 297,098 pairs across 59 cell lines. The task is: Regression. Given two drug SMILES strings and cell line genomic features, predict the synergy score measuring deviation from expected non-interaction effect. (1) Drug 1: C1C(C(OC1N2C=NC3=C(N=C(N=C32)Cl)N)CO)O. Drug 2: C1CCC(C(C1)N)N.C(=O)(C(=O)[O-])[O-].[Pt+4]. Cell line: SK-MEL-5. Synergy scores: CSS=56.1, Synergy_ZIP=-6.28, Synergy_Bliss=-2.20, Synergy_Loewe=-17.4, Synergy_HSA=2.40. (2) Drug 1: CN(C)C1=NC(=NC(=N1)N(C)C)N(C)C. Drug 2: CN(CCCl)CCCl.Cl. Cell line: SR. Synergy scores: CSS=36.3, Synergy_ZIP=-4.92, Synergy_Bliss=-7.24, Synergy_Loewe=-25.9, Synergy_HSA=-6.09.